Dataset: Full USPTO retrosynthesis dataset with 1.9M reactions from patents (1976-2016). Task: Predict the reactants needed to synthesize the given product. (1) Given the product [CH:13]([C:10]1[CH:11]=[CH:12][C:7]([C:25]#[N:26])=[C:8]([O:15][CH3:16])[CH:9]=1)=[O:14], predict the reactants needed to synthesize it. The reactants are: FC(F)(F)S(O[C:7]1[CH:12]=[CH:11][C:10]([CH:13]=[O:14])=[CH:9][C:8]=1[O:15][CH3:16])(=O)=O.CCOC(C)=O.[CH3:25][N:26](C=O)C. (2) Given the product [Cl:22][C:6]1[C:7]([Cl:21])=[C:8]([S:11][C:12]2[CH:17]=[CH:16][CH:15]=[CH:14][C:13]=2[CH:18]([CH3:20])[CH3:19])[CH:9]=[CH:10][C:5]=1[C:3]1[N:24]=[C:23]([N:26]2[CH2:31][CH2:30][CH2:29][CH2:28][CH2:27]2)[S:25][CH:2]=1, predict the reactants needed to synthesize it. The reactants are: Br[CH2:2][C:3]([C:5]1[CH:10]=[CH:9][C:8]([S:11][C:12]2[CH:17]=[CH:16][CH:15]=[CH:14][C:13]=2[CH:18]([CH3:20])[CH3:19])=[C:7]([Cl:21])[C:6]=1[Cl:22])=O.[C:23]([N:26]1[CH2:31][CH2:30][CH2:29][CH2:28][CH2:27]1)(=[S:25])[NH2:24].N. (3) Given the product [F:9][C:10]([F:23])([F:22])[S:11]([O:8][CH2:7][C@@H:2]1[CH2:3][CH2:4][CH2:5][CH2:6][O:1]1)(=[O:13])=[O:12], predict the reactants needed to synthesize it. The reactants are: [O:1]1[CH2:6][CH2:5][CH2:4][CH2:3][C@H:2]1[CH2:7][OH:8].[F:9][C:10]([F:23])([F:22])[S:11](O[S:11]([C:10]([F:23])([F:22])[F:9])(=[O:13])=[O:12])(=[O:13])=[O:12].C(N(CC)CC)C. (4) Given the product [CH3:9][O:8][C:5]1[CH:6]=[CH:7][C:2]([CH2:1][NH:18][CH2:17][C:16]2[CH:19]=[CH:20][C:13]([O:12][CH3:11])=[CH:14][CH:15]=2)=[CH:3][CH:4]=1, predict the reactants needed to synthesize it. The reactants are: [CH:1](=O)[C:2]1[CH:7]=[CH:6][C:5]([O:8][CH3:9])=[CH:4][CH:3]=1.[CH3:11][O:12][C:13]1[CH:20]=[CH:19][C:16]([CH2:17][NH2:18])=[CH:15][CH:14]=1.C1(C)C=CC=CC=1. (5) Given the product [ClH:30].[CH3:1][C:2]1[CH:7]=[CH:6][CH:5]=[C:4]([CH3:8])[C:3]=1[C:9]1[NH:10][C:11]2[CH:17]=[C:16]([C:18]([Cl:30])=[O:20])[CH:15]=[CH:14][C:12]=2[N:13]=1, predict the reactants needed to synthesize it. The reactants are: [CH3:1][C:2]1[CH:7]=[CH:6][CH:5]=[C:4]([CH3:8])[C:3]=1[C:9]1[NH:10][C:11]2[CH:17]=[C:16]([C:18]([OH:20])=O)[CH:15]=[CH:14][C:12]=2[N:13]=1.C1(C)C=CC=CC=1.O=S(Cl)[Cl:30].